From a dataset of Full USPTO retrosynthesis dataset with 1.9M reactions from patents (1976-2016). Predict the reactants needed to synthesize the given product. (1) Given the product [NH2:15][C:16]1[CH:21]=[CH:20][CH:19]=[CH:18][C:17]=1[C:22]1[CH:31]=[CH:30][C:29]2[NH:28][C:27](=[O:32])[C:26]3[NH:33][CH:34]=[CH:35][C:25]=3[C:24]=2[CH:23]=1.[CH2:36]([C:38]([O-:40])=[O:39])[CH3:37], predict the reactants needed to synthesize it. The reactants are: FC(F)(F)C(O)=O.C(OC([NH:15][C:16]1[CH:21]=[CH:20][CH:19]=[CH:18][C:17]=1[C:22]1[CH:31]=[CH:30][C:29]2[NH:28][C:27](=[O:32])[C:26]3[NH:33][CH:34]=[CH:35][C:25]=3[C:24]=2[CH:23]=1)=O)(C)(C)C.[CH2:36]([C:38]([O-:40])=[O:39])[CH3:37]. (2) Given the product [C:8]([C:7]1[C:2]([S:19][CH2:20][C:21]([NH2:23])=[O:22])=[N:3][CH:4]=[N:5][C:6]=1[C:10]1[CH:15]=[CH:14][CH:13]=[C:12]([N+:16]([O-:18])=[O:17])[CH:11]=1)#[N:9], predict the reactants needed to synthesize it. The reactants are: Cl[C:2]1[C:7]([C:8]#[N:9])=[C:6]([C:10]2[CH:15]=[CH:14][CH:13]=[C:12]([N+:16]([O-:18])=[O:17])[CH:11]=2)[N:5]=[CH:4][N:3]=1.[SH:19][CH2:20][C:21]([NH2:23])=[O:22].C(N(C(C)C)CC)(C)C.CCO.